This data is from Reaction yield outcomes from USPTO patents with 853,638 reactions. The task is: Predict the reaction yield, written as a fraction of the theoretical maximum amount of product (1.0 means a 100% yield; for example, 0.34 means a 34% yield). (1) The reactants are [Br:1][CH2:2][C:3]1[C:11]2[C:6](=[CH:7][CH:8]=[CH:9][CH:10]=2)[N:5]([C:12]2[CH:19]=[CH:18][CH:17]=[CH:16][C:13]=2[C:14]#[N:15])[N:4]=1.[F:20]C1C=C2C(C(C)=NN2)=CC=1.FC1C=CC=CC=1C#N. The catalyst is O. The product is [Br:1][CH2:2][C:3]1[C:11]2[C:6](=[CH:7][C:8]([F:20])=[CH:9][CH:10]=2)[N:5]([C:12]2[CH:19]=[CH:18][CH:17]=[CH:16][C:13]=2[C:14]#[N:15])[N:4]=1. The yield is 0.610. (2) The reactants are CO.[F:3][C:4]1[CH:9]=[CH:8][C:7]([F:10])=[CH:6][C:5]=1[C@H:11]1[CH2:15][CH2:14][CH2:13][N:12]1[C:16]1[CH:21]=[CH:20][N:19]2[N:22]=[CH:23][C:24]([NH:25][C:26]([N:28]3[CH2:31][C:30]([OH:33])([CH3:32])[CH2:29]3)=[O:27])=[C:18]2[N:17]=1.[ClH:34]. The catalyst is O1CCOCC1. The product is [ClH:34].[F:3][C:4]1[CH:9]=[CH:8][C:7]([F:10])=[CH:6][C:5]=1[C@H:11]1[CH2:15][CH2:14][CH2:13][N:12]1[C:16]1[CH:21]=[CH:20][N:19]2[N:22]=[CH:23][C:24]([NH:25][C:26]([N:28]3[CH2:31][C:30]([OH:33])([CH3:32])[CH2:29]3)=[O:27])=[C:18]2[N:17]=1. The yield is 0.750. (3) The reactants are [Cl:1][C:2]1[C:11]([C:12]#[N:13])=[CH:10][C:9]2[CH2:8][N:7](C)[CH2:6][CH2:5][C:4]=2[N:3]=1.C([O-])([O-])=O.[K+].[K+].Cl[C:22]([O:24][CH2:25][CH3:26])=[O:23]. The catalyst is ClCCCl. The product is [Cl:1][C:2]1[C:11]([C:12]#[N:13])=[CH:10][C:9]2[CH2:8][N:7]([C:22]([O:24][CH2:25][CH3:26])=[O:23])[CH2:6][CH2:5][C:4]=2[N:3]=1. The yield is 0.780. (4) The reactants are [N:1]1([C:5]([C:7]2[S:15][C:14]3[C:9](=[N:10][CH:11]=[CH:12][C:13]=3Cl)[CH:8]=2)=[O:6])[CH2:4][CH2:3][CH2:2]1.[CH3:17][NH:18][C:19]([C:21]1[C:22]2[CH:31]=[CH:30][C:29]([OH:32])=[CH:28][C:23]=2[S:24][C:25]=1[CH2:26][CH3:27])=[O:20].C([O-])([O-])=O.[Cs+].[Cs+]. No catalyst specified. The product is [CH3:17][NH:18][C:19]([C:21]1[C:22]2[CH:31]=[CH:30][C:29]([O:32][C:13]3[CH:12]=[CH:11][N:10]=[C:9]4[CH:8]=[C:7]([C:5]([N:1]5[CH2:4][CH2:3][CH2:2]5)=[O:6])[S:15][C:14]=34)=[CH:28][C:23]=2[S:24][C:25]=1[CH2:26][CH3:27])=[O:20]. The yield is 0.520. (5) The reactants are Br[C:2]1[CH:21]=[CH:20][C:5]([CH2:6][C:7]2[C:11]3[CH:12]=[CH:13][CH:14]=[CH:15][C:10]=3[O:9][C:8]=2[CH2:16][CH2:17][CH2:18][CH3:19])=[CH:4][CH:3]=1.[B:22]1([B:22]2[O:26][C:25]([CH3:28])([CH3:27])[C:24]([CH3:30])([CH3:29])[O:23]2)[O:26][C:25]([CH3:28])([CH3:27])[C:24]([CH3:30])([CH3:29])[O:23]1.C([O-])(=O)C.[K+].C(Cl)Cl. The catalyst is CS(C)=O.O.C1C=CC(P(C2C=CC=CC=2)[C-]2C=CC=C2)=CC=1.C1C=CC(P(C2C=CC=CC=2)[C-]2C=CC=C2)=CC=1.Cl[Pd]Cl.[Fe+2]. The product is [CH2:16]([C:8]1[O:9][C:10]2[CH:15]=[CH:14][CH:13]=[CH:12][C:11]=2[C:7]=1[CH2:6][C:5]1[CH:20]=[CH:21][C:2]([B:22]2[O:26][C:25]([CH3:28])([CH3:27])[C:24]([CH3:30])([CH3:29])[O:23]2)=[CH:3][CH:4]=1)[CH2:17][CH2:18][CH3:19]. The yield is 0.690. (6) The reactants are Cl[C:2]1[N:7]=[C:6](Cl)[N:5]=[C:4]([C:9]2[CH:14]=[C:13]([Cl:15])[CH:12]=[CH:11][C:10]=2[CH3:16])[N:3]=1.[CH:17]([C:19]1[CH:24]=[CH:23][C:22]([NH2:25])=[CH:21][CH:20]=1)=[CH2:18].C([N:29](CC)C(C)C)(C)C.N. The catalyst is O1CCCC1. The product is [Cl:15][C:13]1[CH:12]=[CH:11][C:10]([CH3:16])=[C:9]([C:4]2[N:5]=[C:6]([NH:25][C:22]3[CH:23]=[CH:24][C:19]([CH:17]=[CH2:18])=[CH:20][CH:21]=3)[N:7]=[C:2]([NH2:29])[N:3]=2)[CH:14]=1. The yield is 0.410. (7) The reactants are [Cl:1][C:2]1[CH:7]=[CH:6][CH:5]=[CH:4][C:3]=1[SH:8].Br[CH2:10][CH:11]([O:15][CH2:16][CH3:17])[O:12][CH2:13][CH3:14].C(=O)([O-])[O-].[K+].[K+]. The catalyst is CC(C)=O. The product is [Cl:1][C:2]1[CH:7]=[CH:6][CH:5]=[CH:4][C:3]=1[S:8][CH2:10][CH:11]([O:15][CH2:16][CH3:17])[O:12][CH2:13][CH3:14]. The yield is 0.800.